The task is: Predict which catalyst facilitates the given reaction.. This data is from Catalyst prediction with 721,799 reactions and 888 catalyst types from USPTO. (1) Reactant: [Cl:1][C:2]1[CH:3]=[C:4]2[C:9](=[CH:10][CH:11]=1)[CH:8]=[C:7]([S:12]([NH:15][C@H:16]1[CH2:20][CH2:19][N:18]([C:21]3[CH:22]=[C:23]4[C:27](=[CH:28][CH:29]=3)[CH:26]([N:30]([CH3:37])[C:31](=[O:36])[C:32]([F:35])([F:34])[F:33])[CH2:25][CH2:24]4)[C:17]1=[O:38])(=[O:14])=[O:13])[CH:6]=[CH:5]2.[C:39](=O)([O-])[O-].[K+].[K+].IC. Product: [Cl:1][C:2]1[CH:3]=[C:4]2[C:9](=[CH:10][CH:11]=1)[CH:8]=[C:7]([S:12]([N:15]([CH3:39])[C@H:16]1[CH2:20][CH2:19][N:18]([C:21]3[CH:22]=[C:23]4[C:27](=[CH:28][CH:29]=3)[CH:26]([N:30]([CH3:37])[C:31](=[O:36])[C:32]([F:35])([F:34])[F:33])[CH2:25][CH2:24]4)[C:17]1=[O:38])(=[O:13])=[O:14])[CH:6]=[CH:5]2. The catalyst class is: 3. (2) Reactant: [CH3:1][O:2][C:3]1[C:4]([CH2:13][C:14]#[N:15])=[C:5]([CH:10]=[CH:11][CH:12]=1)[C:6]([O:8]C)=[O:7]. Product: [C:14]([CH2:13][C:4]1[C:3]([O:2][CH3:1])=[CH:12][CH:11]=[CH:10][C:5]=1[C:6]([OH:8])=[O:7])#[N:15]. The catalyst class is: 5. (3) Reactant: [CH3:1][O:2][C:3](=[O:19])[CH2:4][C:5]1[CH:10]=[CH:9][C:8]([CH2:11][CH2:12][C:13]2[N:14]=[C:15]([NH2:18])[S:16][CH:17]=2)=[CH:7][CH:6]=1.C(N(CC)C(C)C)(C)C.[CH2:29]([S:31](Cl)(=[O:33])=[O:32])[CH3:30].O. Product: [CH3:1][O:2][C:3](=[O:19])[CH2:4][C:5]1[CH:6]=[CH:7][C:8]([CH2:11][CH2:12][C:13]2[N:14]=[C:15]([NH:18][S:31]([CH2:29][CH3:30])(=[O:33])=[O:32])[S:16][CH:17]=2)=[CH:9][CH:10]=1. The catalyst class is: 22. (4) Reactant: Cl.[NH:2]1[CH2:5][CH:4]([C:6]2[C:15]([C:16]3[CH:17]=[C:18]([CH3:22])[CH:19]=[CH:20][CH:21]=3)=[N:14][C:13]3[C:8](=[CH:9][CH:10]=[CH:11][CH:12]=3)[N:7]=2)[CH2:3]1.Cl[C:24]1[CH:33]=[CH:32][C:31]2[C:26](=[CH:27][CH:28]=[CH:29][CH:30]=2)[N:25]=1.C([O-])([O-])=O.[Cs+].[Cs+]. Product: [N:25]1[C:26]2[C:31](=[CH:30][CH:29]=[CH:28][CH:27]=2)[CH:32]=[CH:33][C:24]=1[N:2]1[CH2:5][CH:4]([C:6]2[C:15]([C:16]3[CH:17]=[C:18]([CH3:22])[CH:19]=[CH:20][CH:21]=3)=[N:14][C:13]3[C:8](=[CH:9][CH:10]=[CH:11][CH:12]=3)[N:7]=2)[CH2:3]1. The catalyst class is: 18. (5) Reactant: [CH3:1][C:2]([CH3:9])([CH:7]=[O:8])[CH2:3][CH2:4][C:5]#[N:6].[O-:10][Mn](=O)(=O)=O.[K+].C(Cl)Cl. Product: [C:5]([CH2:4][CH2:3][C:2]([CH3:9])([CH3:1])[C:7]([OH:10])=[O:8])#[N:6]. The catalyst class is: 218. (6) Reactant: [F:1][C:2]([F:18])([F:17])[C:3]([N:5]1[CH2:11][CH2:10][C:9]2[CH:12]=[C:13]([OH:16])[CH:14]=[CH:15][C:8]=2[CH2:7][CH2:6]1)=[O:4].C1C(=O)N([Br:26])C(=O)C1. Product: [Br:26][C:14]1[C:13]([OH:16])=[CH:12][C:9]2[CH2:10][CH2:11][N:5]([C:3](=[O:4])[C:2]([F:1])([F:17])[F:18])[CH2:6][CH2:7][C:8]=2[CH:15]=1. The catalyst class is: 10.